This data is from Forward reaction prediction with 1.9M reactions from USPTO patents (1976-2016). The task is: Predict the product of the given reaction. Given the reactants I[C:2]1[N:7]([CH2:8][CH2:9][O:10][CH3:11])[C:6]([S:12][CH3:13])=[N:5][C:4](=[O:14])[CH:3]=1.[CH3:15][O:16][C:17]1[CH:22]=[CH:21][C:20]([O:23][CH3:24])=[CH:19][C:18]=1B(O)O.C(=O)([O-])[O-].[Na+].[Na+], predict the reaction product. The product is: [CH3:15][O:16][C:17]1[CH:22]=[CH:21][C:20]([O:23][CH3:24])=[CH:19][C:18]=1[C:2]1[N:7]([CH2:8][CH2:9][O:10][CH3:11])[C:6]([S:12][CH3:13])=[N:5][C:4](=[O:14])[CH:3]=1.